The task is: Predict the reaction yield, written as a fraction of the theoretical maximum amount of product (1.0 means a 100% yield; for example, 0.34 means a 34% yield).. This data is from Reaction yield outcomes from USPTO patents with 853,638 reactions. (1) The reactants are [C:1]([O:7][CH2:8][CH3:9])(=[O:6])[CH2:2][C:3]([CH3:5])=O.[Cl:10][C:11]1[CH:12]=[C:13]([CH:16]=[C:17]([Cl:19])[CH:18]=1)[CH:14]=O.[NH4+:20].[OH-:21]. The catalyst is CCO.C(Cl)Cl. The product is [Cl:10][C:11]1[CH:12]=[C:13]([CH:14]2[C:2]([C:1]([O:7][CH2:8][CH3:9])=[O:6])=[C:3]([CH3:5])[NH:20][C:3]([CH3:5])=[C:2]2[C:1]([O:7][CH2:8][CH3:9])=[O:21])[CH:16]=[C:17]([Cl:19])[CH:18]=1. The yield is 0.280. (2) The reactants are Br[C:2]1[CH:3]=[C:4]([NH:10][C:11]2[CH:23]=[C:14]3[CH2:15][N:16]([C:19](=[O:22])[CH2:20][CH3:21])[CH2:17][CH2:18][N:13]3[N:12]=2)[C:5](=[O:9])[N:6]([CH3:8])[CH:7]=1.[C:24]([O:27][CH2:28][C:29]1[C:30]([N:44]2[CH2:55][CH2:54][N:53]3[C:46](=[CH:47][C:48]4[CH2:49][C:50]([CH3:57])([CH3:56])[CH2:51][C:52]=43)[C:45]2=[O:58])=[N:31][CH:32]=[CH:33][C:34]=1B1OC(C)(C)C(C)(C)O1)(=[O:26])[CH3:25].[O-]P([O-])([O-])=O.[K+].[K+].[K+].C([O-])(=O)C.[Na+]. The catalyst is O.C1C=CC(P(C2C=CC=CC=2)[C-]2C=CC=C2)=CC=1.C1C=CC(P(C2C=CC=CC=2)[C-]2C=CC=C2)=CC=1.Cl[Pd]Cl.[Fe+2].C(#N)C. The product is [C:24]([O:27][CH2:28][C:29]1[C:30]([N:44]2[CH2:55][CH2:54][N:53]3[C:46](=[CH:47][C:48]4[CH2:49][C:50]([CH3:57])([CH3:56])[CH2:51][C:52]=43)[C:45]2=[O:58])=[N:31][CH:32]=[CH:33][C:34]=1[C:2]1[CH:3]=[C:4]([NH:10][C:11]2[CH:23]=[C:14]3[CH2:15][N:16]([C:19](=[O:22])[CH2:20][CH3:21])[CH2:17][CH2:18][N:13]3[N:12]=2)[C:5](=[O:9])[N:6]([CH3:8])[CH:7]=1)(=[O:26])[CH3:25]. The yield is 0.290. (3) The reactants are [Br:1][C:2]1[C:7]([N+:8]([O-])=O)=[CH:6][CH:5]=[CH:4][C:3]=1[F:11].[BH4-].[Na+].O. The catalyst is CO.Cl[Ni]Cl. The product is [Br:1][C:2]1[C:3]([F:11])=[CH:4][CH:5]=[CH:6][C:7]=1[NH2:8]. The yield is 0.700. (4) The reactants are C(O[C:5]1[C:10]([Cl:11])=[CH:9][C:8]([C:12]2[O:16][N:15]=[C:14]([C:17]3[N:18]=[C:19]4[C:24]([Cl:25])=[CH:23][C:22]([C:26]([F:29])([F:28])[F:27])=[CH:21][N:20]4[CH:30]=3)[N:13]=2)=[C:7]([Cl:31])[CH:6]=1)C=C.C[N+]1([O-])CC[O:36]CC1.[CH3:40][C:41]([CH3:43])=[O:42].[OH2:44]. The catalyst is O=[Os](=O)(=O)=O. The product is [Cl:11][C:10]1[CH:9]=[C:8]([C:12]2[O:16][N:15]=[C:14]([C:17]3[N:18]=[C:19]4[C:24]([Cl:25])=[CH:23][C:22]([C:26]([F:29])([F:28])[F:27])=[CH:21][N:20]4[CH:30]=3)[N:13]=2)[C:7]([Cl:31])=[CH:6][C:5]=1[O:44][CH2:40][CH:41]([OH:42])[CH2:43][OH:36]. The yield is 0.780. (5) The reactants are Br[C:2]1[N:3]=[CH:4][C:5]([NH2:8])=[N:6][CH:7]=1.C1OCCOCCOCCOCCOCCOC1.[C-:27]#[N:28].[K+].C(Cl)(Cl)Cl. The catalyst is CN(C)C=O.[Cu]I.C1C=CC([P]([Pd]([P](C2C=CC=CC=2)(C2C=CC=CC=2)C2C=CC=CC=2)([P](C2C=CC=CC=2)(C2C=CC=CC=2)C2C=CC=CC=2)[P](C2C=CC=CC=2)(C2C=CC=CC=2)C2C=CC=CC=2)(C2C=CC=CC=2)C2C=CC=CC=2)=CC=1. The product is [NH2:8][C:5]1[CH:4]=[N:3][C:2]([C:27]#[N:28])=[CH:7][N:6]=1. The yield is 0.600. (6) The reactants are [CH2:1]([O:3][C:4](=[O:12])[CH:5]([C:9](=O)[CH3:10])[C:6](=O)[CH3:7])[CH3:2].[N:13]1[CH:18]=[CH:17][CH:16]=[CH:15][C:14]=1[NH:19][NH2:20]. The catalyst is C(O)(=O)C. The product is [CH2:1]([O:3][C:4]([C:5]1[C:9]([CH3:10])=[N:20][N:19]([C:14]2[CH:15]=[CH:16][CH:17]=[CH:18][N:13]=2)[C:6]=1[CH3:7])=[O:12])[CH3:2]. The yield is 0.970. (7) The reactants are [CH:1]([C:3]1[CH:13]=[CH:12][C:6]([C:7]([O:9][CH2:10][CH3:11])=[O:8])=[C:5]([CH3:14])[CH:4]=1)=O.[C:15]([O-])([O-])=O.[K+].[K+]. The catalyst is O1CCOCC1.[Br-].C[P+](C1C=CC=CC=1)(C1C=CC=CC=1)C1C=CC=CC=1. The product is [CH3:14][C:5]1[CH:4]=[C:3]([CH:1]=[CH2:15])[CH:13]=[CH:12][C:6]=1[C:7]([O:9][CH2:10][CH3:11])=[O:8]. The yield is 0.720. (8) The reactants are [C:1]([C:3]1[C:4]([CH3:24])=[N:5][C:6]2[N:7]([CH:17]=[C:18]([CH2:20][C:21](O)=[O:22])[N:19]=2)[C:8]=1[C:9]1[CH:14]=[CH:13][C:12]([Cl:15])=[CH:11][C:10]=1[Cl:16])#[N:2].[CH:25]1[CH:30]=[N:29][C:28]2N(O)N=N[C:27]=2C=1.C(Cl)CCl.N1CCCC1. The catalyst is CC#N. The product is [Cl:16][C:10]1[CH:11]=[C:12]([Cl:15])[CH:13]=[CH:14][C:9]=1[C:8]1[N:7]2[CH:17]=[C:18]([CH2:20][C:21](=[O:22])[N:29]3[CH2:28][CH2:27][CH2:25][CH2:30]3)[N:19]=[C:6]2[N:5]=[C:4]([CH3:24])[C:3]=1[C:1]#[N:2]. The yield is 0.560. (9) The reactants are [C:1]([O:5][C:6]([C@@H:8]1[CH2:12][CH2:11][C:10](=[O:13])[NH:9]1)=[O:7])([CH3:4])([CH3:3])[CH3:2].Br[C:15]1[CH:20]=[CH:19][C:18]([F:21])=[CH:17][N:16]=1.C(=O)([O-])[O-].[Cs+].[Cs+].CC1(C)C2C(=C(P(C3C=CC=CC=3)C3C=CC=CC=3)C=CC=2)OC2C(P(C3C=CC=CC=3)C3C=CC=CC=3)=CC=CC1=2. No catalyst specified. The product is [C:1]([O:5][C:6]([C@@H:8]1[CH2:12][CH2:11][C:10](=[O:13])[N:9]1[C:15]1[CH:20]=[CH:19][C:18]([F:21])=[CH:17][N:16]=1)=[O:7])([CH3:4])([CH3:2])[CH3:3]. The yield is 0.0600.